This data is from Reaction yield outcomes from USPTO patents with 853,638 reactions. The task is: Predict the reaction yield, written as a fraction of the theoretical maximum amount of product (1.0 means a 100% yield; for example, 0.34 means a 34% yield). (1) The reactants are C(OP([CH2:9][C:10]([O:12][CH2:13][CH3:14])=[O:11])(OCC)=O)C.[H-].[Na+].O[CH:18]1[C:26]2[C:21](=[CH:22][CH:23]=[C:24]([C:27]([F:30])([F:29])[F:28])[CH:25]=2)[C:20](=[O:31])[N:19]1[CH2:32][C:33]([F:36])([F:35])[F:34].C(=O)([O-])O.[Na+]. The catalyst is C(COC)OC. The product is [O:31]=[C:20]1[C:21]2[C:26](=[CH:25][C:24]([C:27]([F:28])([F:29])[F:30])=[CH:23][CH:22]=2)[CH:18]([CH2:9][C:10]([O:12][CH2:13][CH3:14])=[O:11])[N:19]1[CH2:32][C:33]([F:35])([F:34])[F:36]. The yield is 0.610. (2) The reactants are [F:1][C:2]([F:11])([F:10])[C:3]1[CH:9]=[CH:8][CH:7]=[CH:6][C:4]=1[NH2:5].C(N(CC)CC)C.[Cl-].ClC1N(C)CC[NH+]1C.[CH3:28][O:29][C:30]1[C:31](=[O:54])[C:32]([CH3:53])=[C:33]([CH2:39][C:40]2[CH:41]=[CH:42][C:43]([O:49][C:50](=[O:52])[CH3:51])=[C:44]([CH:48]=2)[C:45](O)=[O:46])[C:34](=[O:38])[C:35]=1[O:36][CH3:37]. The catalyst is C(Cl)Cl. The product is [CH3:28][O:29][C:30]1[C:31](=[O:54])[C:32]([CH3:53])=[C:33]([CH2:39][C:40]2[CH:41]=[CH:42][C:43]([O:49][C:50](=[O:52])[CH3:51])=[C:44]([CH:48]=2)[C:45]([NH:5][C:4]2[CH:6]=[CH:7][CH:8]=[CH:9][C:3]=2[C:2]([F:10])([F:11])[F:1])=[O:46])[C:34](=[O:38])[C:35]=1[O:36][CH3:37]. The yield is 0.500. (3) The reactants are [CH3:1][N:2]([CH3:24])[CH2:3][CH2:4][CH2:5][O:6][C:7]1[CH:8]=[C:9]([C:13]2[C:21]3[C:16](=[CH:17][CH:18]=[C:19]([C:22]#[N:23])[CH:20]=3)[NH:15][N:14]=2)[CH:10]=[CH:11][CH:12]=1.C([Sn]([N:38]=[N+:39]=[N-:40])(CCCC)CCCC)CCC.Cl.FC(F)(F)C(O)=O. The catalyst is C1(C)C=CC=CC=1. The product is [NH:38]1[C:22]([C:19]2[CH:20]=[C:21]3[C:16](=[CH:17][CH:18]=2)[NH:15][N:14]=[C:13]3[C:9]2[CH:8]=[C:7]([CH:12]=[CH:11][CH:10]=2)[O:6][CH2:5][CH2:4][CH2:3][N:2]([CH3:1])[CH3:24])=[N:23][N:40]=[N:39]1. The yield is 0.670. (4) The reactants are Br[CH:2]1[CH2:6][CH2:5][N:4]([C:7]2[CH:8]=[N:9][N:10]([C:15]3[CH:20]=[CH:19][C:18]([F:21])=[CH:17][CH:16]=3)[C:11]=2[CH:12]([CH3:14])[CH3:13])[C:3]1=[O:22].[F:23][C:24]([F:31])([F:30])[C:25]1[NH:29][N:28]=[CH:27][CH:26]=1.C([O-])([O-])=O.[K+].[K+]. The catalyst is CN(C=O)C. The product is [F:21][C:18]1[CH:19]=[CH:20][C:15]([N:10]2[C:11]([CH:12]([CH3:14])[CH3:13])=[C:7]([N:4]3[CH2:5][CH2:6][CH:2]([N:28]4[CH:27]=[CH:26][C:25]([C:24]([F:31])([F:30])[F:23])=[N:29]4)[C:3]3=[O:22])[CH:8]=[N:9]2)=[CH:16][CH:17]=1. The yield is 0.810. (5) The reactants are [CH:1]1([N:4]2[C:9](=[O:10])[C:8]3[C:11](OS(C(F)(F)F)(=O)=O)=[C:12]([CH3:17])[C:13](=[O:16])[N:14]([CH3:15])[C:7]=3[N:6]([C:26]3[CH:31]=[CH:30][C:29]([I:32])=[CH:28][C:27]=3[F:33])[C:5]2=[O:34])[CH2:3][CH2:2]1.[NH2:35][C:36]1[CH:37]=[C:38]([CH:43]=[CH:44][CH:45]=1)[NH:39][C:40](=[O:42])[CH3:41].CN(C)C(=O)C.N1C(C)=CC=CC=1C. The catalyst is CO.O. The product is [CH:1]1([N:4]2[C:9](=[O:10])[C:8]3[C:11]([NH:35][C:36]4[CH:37]=[C:38]([NH:39][C:40](=[O:42])[CH3:41])[CH:43]=[CH:44][CH:45]=4)=[C:12]([CH3:17])[C:13](=[O:16])[N:14]([CH3:15])[C:7]=3[N:6]([C:26]3[CH:31]=[CH:30][C:29]([I:32])=[CH:28][C:27]=3[F:33])[C:5]2=[O:34])[CH2:3][CH2:2]1. The yield is 0.990.